This data is from Catalyst prediction with 721,799 reactions and 888 catalyst types from USPTO. The task is: Predict which catalyst facilitates the given reaction. (1) Reactant: [CH2:1]([C:7]1[CH:12]=[CH:11][C:10]([O:13][CH3:14])=[CH:9][CH:8]=1)[CH2:2][CH2:3][CH2:4][C:5]#[CH:6].[N-:15]=[N+:16]=[N-:17].[Na+].[Cl-].[NH4+].C[N:22](C)C=O. Product: [CH3:14][O:13][C:10]1[CH:11]=[CH:12][C:7]([CH2:1][CH2:2][CH2:3][CH2:4][C:5]2[N:15]=[N:16][NH:17][N:22]=2)=[CH:8][CH:9]=1.[CH3:14][O:13][C:10]1[CH:9]=[CH:8][C:7]([CH2:1][CH2:2][CH2:3][CH2:4][C:5]2[N:15]=[N:16][NH:17][CH:6]=2)=[CH:12][CH:11]=1. The catalyst class is: 84. (2) Reactant: [Cl-].[CH3:2][P+](C1C=CC=CC=1)(C1C=CC=CC=1)C1C=CC=CC=1.C([Li])CCC.[CH3:27][O:28][C:29]1[CH:38]=[C:37]2[C:32]([C:33]([C:39]([C:41]3[CH:46]=[CH:45][C:44]([N+:47]([O-:49])=[O:48])=[CH:43][CH:42]=3)=O)=[CH:34][CH:35]=[N:36]2)=[CH:31][CH:30]=1. Product: [CH3:27][O:28][C:29]1[CH:38]=[C:37]2[C:32]([C:33]([C:39]([C:41]3[CH:46]=[CH:45][C:44]([N+:47]([O-:49])=[O:48])=[CH:43][CH:42]=3)=[CH2:2])=[CH:34][CH:35]=[N:36]2)=[CH:31][CH:30]=1. The catalyst class is: 1. (3) Reactant: C([O:3][C:4]([C:6]1[CH:7]=[N:8][N:9]([CH2:11][C:12]2[CH:17]=[CH:16][C:15]([C:18](C)(C)[O:19][SiH2]C(C)(C)C)=[CH:14][CH:13]=2)[CH:10]=1)=[O:5])C.O.[OH-].[Li+]. Product: [OH:19][CH2:18][C:15]1[CH:16]=[CH:17][C:12]([CH2:11][N:9]2[CH:10]=[C:6]([C:4]([OH:5])=[O:3])[CH:7]=[N:8]2)=[CH:13][CH:14]=1. The catalyst class is: 24. (4) Reactant: C([O:8][C:9]1[C:14]([C:15]([F:18])([F:17])[F:16])=[C:13]([O:19]CC2C=CC=CC=2)[CH:12]=[CH:11][C:10]=1[C:27]([CH:29]1[CH2:31][CH2:30]1)=[O:28])C1C=CC=CC=1. The catalyst class is: 312. Product: [CH:29]1([C:27]([C:10]2[CH:11]=[CH:12][C:13]([OH:19])=[C:14]([C:15]([F:17])([F:18])[F:16])[C:9]=2[OH:8])=[O:28])[CH2:31][CH2:30]1. (5) Product: [C:32]([C:31]1[CH:30]=[C:29]([S:26]([C:22]2[CH:21]=[C:20]([NH:19][C:16]([C:12]3[NH:13][C:14]4[C:10]([CH:11]=3)=[CH:9][CH:8]=[C:7]([NH:6][S:3]([CH3:2])(=[O:4])=[O:5])[CH:15]=4)=[O:18])[CH:25]=[CH:24][CH:23]=2)(=[O:28])=[O:27])[CH:36]=[CH:35][CH:34]=1)#[N:33]. The catalyst class is: 3. Reactant: Cl.[CH3:2][S:3]([NH:6][C:7]1[CH:15]=[C:14]2[C:10]([CH:11]=[C:12]([C:16]([OH:18])=O)[NH:13]2)=[CH:9][CH:8]=1)(=[O:5])=[O:4].[NH2:19][C:20]1[CH:21]=[C:22]([S:26]([C:29]2[CH:30]=[C:31]([CH:34]=[CH:35][CH:36]=2)[C:32]#[N:33])(=[O:28])=[O:27])[CH:23]=[CH:24][CH:25]=1.CN(C(ON1N=NC2C=CC=NC1=2)=[N+](C)C)C.F[P-](F)(F)(F)(F)F.CCN(C(C)C)C(C)C.